This data is from Peptide-MHC class I binding affinity with 185,985 pairs from IEDB/IMGT. The task is: Regression. Given a peptide amino acid sequence and an MHC pseudo amino acid sequence, predict their binding affinity value. This is MHC class I binding data. (1) The peptide sequence is GLHATFMPK. The MHC is HLA-A03:01 with pseudo-sequence HLA-A03:01. The binding affinity (normalized) is 0.664. (2) The peptide sequence is KTVKNVDII. The MHC is HLA-A02:03 with pseudo-sequence HLA-A02:03. The binding affinity (normalized) is 0.308. (3) The peptide sequence is TMKFKGTVD. The MHC is HLA-A03:01 with pseudo-sequence HLA-A03:01. The binding affinity (normalized) is 0.0847. (4) The peptide sequence is KVVDLGCGR. The MHC is HLA-A31:01 with pseudo-sequence HLA-A31:01. The binding affinity (normalized) is 0.976. (5) The peptide sequence is DTTTDISKY. The MHC is HLA-B08:02 with pseudo-sequence HLA-B08:02. The binding affinity (normalized) is 0.0847. (6) The peptide sequence is RFPRAHKY. The MHC is Mamu-B08 with pseudo-sequence Mamu-B08. The binding affinity (normalized) is 0. (7) The peptide sequence is LMLLALIAVL. The MHC is HLA-A02:01 with pseudo-sequence HLA-A02:01. The binding affinity (normalized) is 0.579. (8) The peptide sequence is KIMSGEKPSV. The binding affinity (normalized) is 0.444. The MHC is HLA-A02:02 with pseudo-sequence HLA-A02:02. (9) The peptide sequence is VQQQQQLL. The MHC is HLA-B38:01 with pseudo-sequence HLA-B38:01. The binding affinity (normalized) is 0. (10) The peptide sequence is VFSDGRVAC. The MHC is HLA-B44:03 with pseudo-sequence HLA-B44:03. The binding affinity (normalized) is 0.